Predict the reaction yield, written as a fraction of the theoretical maximum amount of product (1.0 means a 100% yield; for example, 0.34 means a 34% yield). From a dataset of Reaction yield outcomes from USPTO patents with 853,638 reactions. (1) The reactants are [OH:1][C@@H:2]([CH2:26][OH:27])[CH2:3][N:4]1[C:9](=[O:10])[C:8]2[C:11]([NH:17][C:18]3[CH:23]=[CH:22][C:21]([I:24])=[CH:20][C:19]=3[F:25])=[CH:12][C:13](=[O:16])[N:14]([CH3:15])[C:7]=2[N:6]=[CH:5]1.[B-](F)(F)(F)[F:29].[B-](F)(F)(F)F.C1[N+]2(CCl)CC[N+](F)(CC2)C1. The catalyst is CN(C=O)C.C(#N)C. The product is [OH:1][C@@H:2]([CH2:26][OH:27])[CH2:3][N:4]1[C:9](=[O:10])[C:8]2[C:11]([NH:17][C:18]3[CH:23]=[CH:22][C:21]([I:24])=[CH:20][C:19]=3[F:25])=[C:12]([F:29])[C:13](=[O:16])[N:14]([CH3:15])[C:7]=2[N:6]=[CH:5]1. The yield is 0.330. (2) The reactants are [N+:1]([C:4]1[CH:5]=[CH:6][C:7]([NH:10][C:11]2[CH:16]=[CH:15][CH:14]=[CH:13][N:12]=2)=[N:8][CH:9]=1)([O-])=O.[Cl-].[NH4+]. The catalyst is [Fe].C(O)C.O. The product is [N:12]1[CH:13]=[CH:14][CH:15]=[CH:16][C:11]=1[NH:10][C:7]1[CH:6]=[CH:5][C:4]([NH2:1])=[CH:9][N:8]=1. The yield is 0.350. (3) The reactants are [CH3:1][O:2][C:3](=[O:16])[CH2:4][C:5]1[CH:10]=[CH:9][C:8]([O:11][CH3:12])=[CH:7][C:6]=1[N+:13]([O-])=O.[C:17](OC(=O)C)(=[O:19])[CH3:18]. The catalyst is C(O)(=O)C.[Zn]. The product is [CH3:1][O:2][C:3](=[O:16])[CH2:4][C:5]1[CH:10]=[CH:9][C:8]([O:11][CH3:12])=[CH:7][C:6]=1[NH:13][C:17](=[O:19])[CH3:18]. The yield is 0.680. (4) The catalyst is O1CCCC1.C1(C)C=CC=CC=1. The reactants are [CH2:1]([O:5][C:6]1[CH:10]=[C:9]([C:11](N(OC)C)=[O:12])[N:8]([CH2:17][C:18]2[CH:23]=[CH:22][C:21]([Cl:24])=[CH:20][C:19]=2[Cl:25])[N:7]=1)[CH2:2][CH2:3][CH3:4].[H-].C([Al+]CC(C)C)C(C)C.O.O.O.O.O.O.O.O.O.O.[O-]S([O-])(=O)=O.[Na+].[Na+]. The product is [CH2:1]([O:5][C:6]1[CH:10]=[C:9]([CH:11]=[O:12])[N:8]([CH2:17][C:18]2[CH:23]=[CH:22][C:21]([Cl:24])=[CH:20][C:19]=2[Cl:25])[N:7]=1)[CH2:2][CH2:3][CH3:4]. The yield is 0.940. (5) The reactants are [O:1]=[C:2]1[CH2:7][CH2:6][CH:5]([CH:8]([CH2:14][CH3:15])[C:9]([O:11][CH2:12][CH3:13])=[O:10])[CH2:4][CH2:3]1.[BH4-].[Na+]. The catalyst is CCO. The product is [OH:1][C@H:2]1[CH2:3][CH2:4][C@H:5]([CH:8]([CH2:14][CH3:15])[C:9]([O:11][CH2:12][CH3:13])=[O:10])[CH2:6][CH2:7]1. The yield is 0.820. (6) The yield is 0.520. No catalyst specified. The product is [Br:16][C:12]1[CH:11]=[C:10]([CH:8]2[CH2:7][CH:6]([CH2:5][CH2:4][OH:3])[CH2:9]2)[CH:15]=[CH:14][CH:13]=1. The reactants are C([O:3][C:4](=O)[CH:5]=[C:6]1[CH2:9][CH:8]([C:10]2[CH:15]=[CH:14][CH:13]=[C:12]([Br:16])[CH:11]=2)[CH2:7]1)C.[BH4-].[Na+]. (7) The reactants are [OH:1][C@@H:2]([CH3:35])[CH2:3][CH2:4][CH2:5][CH2:6][N:7]1[C:16](=[O:17])[C:15]2[N:14](CC3C=CC=CC=3)[C:13]([CH2:25][NH:26][C:27]([O:29][C:30]([CH3:33])([CH3:32])[CH3:31])=[O:28])=[N:12][C:11]=2[N:10]([CH3:34])[C:8]1=[O:9].[H][H]. The catalyst is C(O)C.[Pd]. The product is [OH:1][C@@H:2]([CH3:35])[CH2:3][CH2:4][CH2:5][CH2:6][N:7]1[C:16](=[O:17])[C:15]2[NH:14][C:13]([CH2:25][NH:26][C:27]([O:29][C:30]([CH3:32])([CH3:31])[CH3:33])=[O:28])=[N:12][C:11]=2[N:10]([CH3:34])[C:8]1=[O:9]. The yield is 0.820. (8) The reactants are [O:1]=[C:2]1[CH2:7][CH:6]2[CH2:8][CH2:9][CH:3]1[CH2:4][CH:5]2C(O)=O.CC[N:15]([CH2:18]C)CC.C1(P(N=[N+]=[N-])(C2C=CC=CC=2)=[O:27])C=CC=CC=1.[C:37]([OH:41])([CH3:40])([CH3:39])[CH3:38]. No catalyst specified. The product is [C:37]([O:41][C:18](=[O:27])[NH:15][CH:5]1[CH2:4][CH:3]2[CH2:9][CH2:8][CH:6]1[CH2:7][C:2]2=[O:1])([CH3:40])([CH3:39])[CH3:38]. The yield is 0.630. (9) The reactants are Br[C:2]1[CH:3]=[C:4]([N:8]2[C:16]3[CH2:15][C:14]4([CH3:20])[C:17]([F:19])([F:18])[CH:13]4[CH2:12][C:11]=3[C:10]([C:21]([O:23][CH2:24][CH3:25])=[O:22])=[N:9]2)[CH:5]=[CH:6][CH:7]=1.[C:26]([C@:28]1([OH:35])[CH2:32][CH2:31][N:30]([CH3:33])[C:29]1=[O:34])#[CH:27]. No catalyst specified. The product is [F:18][C:17]1([F:19])[C:14]2([CH3:20])[CH:13]1[CH2:12][C:11]1[C:10]([C:21]([O:23][CH2:24][CH3:25])=[O:22])=[N:9][N:8]([C:4]3[CH:5]=[CH:6][CH:7]=[C:2]([C:27]#[C:26][C@:28]4([OH:35])[CH2:32][CH2:31][N:30]([CH3:33])[C:29]4=[O:34])[CH:3]=3)[C:16]=1[CH2:15]2. The yield is 0.880. (10) The reactants are O[C:2]1[C:11]2[C:6](=[N:7][CH:8]=[CH:9][CH:10]=2)[N:5]([C:12]2[CH:17]=[CH:16][CH:15]=[CH:14][CH:13]=2)[C:4](=[O:18])[C:3]=1[C:19](=O)[CH2:20][CH2:21][C:22]1[CH:27]=[CH:26][C:25]([C:28]#[N:29])=[CH:24][CH:23]=1.O.[NH2:32][NH2:33]. The catalyst is CN(C=O)C. The product is [C:28]([C:25]1[CH:26]=[CH:27][C:22]([CH2:21][CH2:20][C:19]2[C:3]3[C:4](=[O:18])[N:5]([C:12]4[CH:17]=[CH:16][CH:15]=[CH:14][CH:13]=4)[C:6]4[N:7]=[CH:8][CH:9]=[CH:10][C:11]=4[C:2]=3[NH:33][N:32]=2)=[CH:23][CH:24]=1)#[N:29]. The yield is 0.900.